This data is from NCI-60 drug combinations with 297,098 pairs across 59 cell lines. The task is: Regression. Given two drug SMILES strings and cell line genomic features, predict the synergy score measuring deviation from expected non-interaction effect. (1) Drug 1: CC(C1=C(C=CC(=C1Cl)F)Cl)OC2=C(N=CC(=C2)C3=CN(N=C3)C4CCNCC4)N. Drug 2: C1=C(C(=O)NC(=O)N1)N(CCCl)CCCl. Cell line: HT29. Synergy scores: CSS=19.4, Synergy_ZIP=-8.61, Synergy_Bliss=-2.24, Synergy_Loewe=-4.57, Synergy_HSA=-2.66. (2) Drug 1: C1CC(=O)NC(=O)C1N2CC3=C(C2=O)C=CC=C3N. Drug 2: CCC(=C(C1=CC=CC=C1)C2=CC=C(C=C2)OCCN(C)C)C3=CC=CC=C3.C(C(=O)O)C(CC(=O)O)(C(=O)O)O. Cell line: TK-10. Synergy scores: CSS=1.51, Synergy_ZIP=-0.844, Synergy_Bliss=0.768, Synergy_Loewe=0.953, Synergy_HSA=0.960.